This data is from Peptide-MHC class I binding affinity with 185,985 pairs from IEDB/IMGT. The task is: Regression. Given a peptide amino acid sequence and an MHC pseudo amino acid sequence, predict their binding affinity value. This is MHC class I binding data. (1) The peptide sequence is AEDMLNPNY. The MHC is HLA-B40:01 with pseudo-sequence HLA-B40:01. The binding affinity (normalized) is 0.225. (2) The peptide sequence is VETYVLSII. The MHC is HLA-B40:01 with pseudo-sequence HLA-B40:01. The binding affinity (normalized) is 0.763. (3) The peptide sequence is NDEIMRMCHE. The MHC is H-2-Kb with pseudo-sequence H-2-Kb. The binding affinity (normalized) is 0.234. (4) The binding affinity (normalized) is 0.213. The peptide sequence is LTQAAGQAF. The MHC is HLA-A26:01 with pseudo-sequence HLA-A26:01. (5) The peptide sequence is YRAVLRYMM. The MHC is HLA-B73:01 with pseudo-sequence YHTEYRNICAKTDVGNLYWTYNFYTWAVLAYEWH. The binding affinity (normalized) is 0.377. (6) The peptide sequence is EPGPSGLLI. The MHC is HLA-A25:01 with pseudo-sequence HLA-A25:01. The binding affinity (normalized) is 0.0847. (7) The peptide sequence is DIIRAHPWF. The MHC is HLA-B08:01 with pseudo-sequence HLA-B08:01. The binding affinity (normalized) is 0.150.